Dataset: Catalyst prediction with 721,799 reactions and 888 catalyst types from USPTO. Task: Predict which catalyst facilitates the given reaction. (1) Reactant: [CH2:1]([O:3][C:4](=[O:22])[CH:5]([NH:11][C:12]([O:14][CH2:15][C:16]1[CH:21]=[CH:20][CH:19]=[CH:18][CH:17]=1)=[O:13])[CH2:6][CH2:7][C:8]([OH:10])=O)[CH3:2].CCN=C=NCCCN(C)C.[CH2:34]([O:36][C:37](=[O:42])[C@H:38]([CH2:40][OH:41])[NH2:39])[CH3:35]. Product: [CH2:1]([O:3][C:4](=[O:22])[CH:5]([NH:11][C:12]([O:14][CH2:15][C:16]1[CH:21]=[CH:20][CH:19]=[CH:18][CH:17]=1)=[O:13])[CH2:6][CH2:7][C:8](=[O:10])[NH:39][CH:38]([C:37]([O:36][CH2:34][CH3:35])=[O:42])[CH2:40][OH:41])[CH3:2]. The catalyst class is: 10. (2) The catalyst class is: 1. Product: [Cl:1][C:2]1[CH:10]=[CH:9][C:8]([Cl:11])=[CH:7][C:3]=1[C:4]([NH:27][C:26]1[CH:28]=[CH:29][C:30]([CH3:32])=[CH:31][C:25]=1[OH:24])=[O:6]. Reactant: [Cl:1][C:2]1[CH:10]=[CH:9][C:8]([Cl:11])=[CH:7][C:3]=1[C:4]([OH:6])=O.C(N1C=CN=C1)(N1C=CN=C1)=O.[OH:24][C:25]1[CH:31]=[C:30]([CH3:32])[CH:29]=[CH:28][C:26]=1[NH2:27]. (3) Reactant: [CH3:1][O:2][C:3](=[O:32])[C:4]1[CH:9]=[CH:8][C:7]([O:10][CH2:11][CH2:12][CH2:13]Br)=[CH:6][C:5]=1[NH:15][C:16](=[O:31])/[CH:17]=[CH:18]/[C:19]1[CH:24]=[CH:23][C:22]([C:25]2[CH:30]=[CH:29][CH:28]=[CH:27][CH:26]=2)=[CH:21][CH:20]=1.C(=O)([O-])[O-].[Cs+].[Cs+].[C:39]([C:43]1[CH:51]=[CH:50][C:46]([CH:47]=[N:48][OH:49])=[CH:45][CH:44]=1)([CH3:42])([CH3:41])[CH3:40]. Product: [C:22]1([C:25]2[CH:26]=[CH:27][CH:28]=[CH:29][CH:30]=2)[CH:21]=[CH:20][C:19](/[CH:18]=[CH:17]/[C:16]([NH:15][C:5]2[CH:6]=[C:7]([O:10][CH2:11][CH2:12][CH2:13][O:49]/[N:48]=[CH:47]/[C:46]3[CH:45]=[CH:44][C:43]([C:39]([CH3:42])([CH3:40])[CH3:41])=[CH:51][CH:50]=3)[CH:8]=[CH:9][C:4]=2[C:3]([OH:32])=[O:2])=[O:31])=[CH:24][CH:23]=1.[CH3:1][O:2][C:3](=[O:32])[C:4]1[CH:9]=[CH:8][C:7]([O:10][CH2:11][CH2:12][CH2:13][O:49]/[N:48]=[CH:47]/[C:46]2[CH:50]=[CH:51][C:43]([C:39]([CH3:42])([CH3:41])[CH3:40])=[CH:44][CH:45]=2)=[CH:6][C:5]=1[NH:15][C:16](=[O:31])/[CH:17]=[CH:18]/[C:19]1[CH:24]=[CH:23][C:22]([C:25]2[CH:30]=[CH:29][CH:28]=[CH:27][CH:26]=2)=[CH:21][CH:20]=1. The catalyst class is: 21. (4) Reactant: [Cl:1][C:2]1[CH:3]=[C:4]([C:9]2([C:28]([F:31])([F:30])[F:29])[CH:13]=[N:12][N:11]([C:14]3[CH:26]=[CH:25][C:17]([C:18]([O:20]C(C)(C)C)=[O:19])=[C:16]([CH3:27])[CH:15]=3)[CH2:10]2)[CH:5]=[C:6]([Cl:8])[CH:7]=1.FC(F)(F)C(O)=O. Product: [Cl:1][C:2]1[CH:3]=[C:4]([C:9]2([C:28]([F:30])([F:29])[F:31])[CH:13]=[N:12][N:11]([C:14]3[CH:26]=[CH:25][C:17]([C:18]([OH:20])=[O:19])=[C:16]([CH3:27])[CH:15]=3)[CH2:10]2)[CH:5]=[C:6]([Cl:8])[CH:7]=1. The catalyst class is: 4. (5) The catalyst class is: 733. Product: [CH:15]1([NH:18][C:2]2[CH:7]=[CH:6][C:5]([CH3:8])=[CH:4][N:3]=2)[CH2:17][CH2:16]1. Reactant: Br[C:2]1[CH:7]=[CH:6][C:5]([CH3:8])=[CH:4][N:3]=1.C(O[Na])(C)(C)C.[CH:15]1([NH2:18])[CH2:17][CH2:16]1. (6) Reactant: O.[NH2:2][NH2:3].C([O:8][CH2:9][CH3:10])(=O)CO.[CH2:11]([N:13]=[C:14]=[S:15])[CH3:12].[OH-].[Na+].Cl. Product: [CH2:11]([N:13]1[C:14]([SH:15])=[N:3][N:2]=[C:10]1[CH2:9][OH:8])[CH3:12]. The catalyst class is: 8. (7) Reactant: [N:1]1[C:10]2[C:5](=[CH:6][CH:7]=[CH:8][CH:9]=2)[C:4]([NH2:11])=[C:3]([NH2:12])[CH:2]=1.N1C2C(=NC=CC=2)C(N)=[C:15](N)[CH:14]=1.C(Cl)(=O)C. Product: [CH3:14][C:15]1[NH:11][C:4]2[C:5]3[CH:6]=[CH:7][CH:8]=[CH:9][C:10]=3[N:1]=[CH:2][C:3]=2[N:12]=1. The catalyst class is: 15.